From a dataset of NCI-60 drug combinations with 297,098 pairs across 59 cell lines. Regression. Given two drug SMILES strings and cell line genomic features, predict the synergy score measuring deviation from expected non-interaction effect. (1) Drug 1: C1C(C(OC1N2C=NC3=C(N=C(N=C32)Cl)N)CO)O. Drug 2: C1=CC=C(C(=C1)C(C2=CC=C(C=C2)Cl)C(Cl)Cl)Cl. Cell line: SK-OV-3. Synergy scores: CSS=0.170, Synergy_ZIP=-1.53, Synergy_Bliss=0.533, Synergy_Loewe=-1.08, Synergy_HSA=-0.644. (2) Drug 1: CC12CCC3C(C1CCC2=O)CC(=C)C4=CC(=O)C=CC34C. Drug 2: CCC1=C2CN3C(=CC4=C(C3=O)COC(=O)C4(CC)O)C2=NC5=C1C=C(C=C5)O. Cell line: CCRF-CEM. Synergy scores: CSS=70.7, Synergy_ZIP=0.348, Synergy_Bliss=-0.262, Synergy_Loewe=-1.32, Synergy_HSA=-0.165. (3) Drug 1: C1=C(C(=O)NC(=O)N1)N(CCCl)CCCl. Drug 2: CCC1=C2CN3C(=CC4=C(C3=O)COC(=O)C4(CC)O)C2=NC5=C1C=C(C=C5)O. Cell line: HCT116. Synergy scores: CSS=51.5, Synergy_ZIP=-1.24, Synergy_Bliss=-1.21, Synergy_Loewe=-2.86, Synergy_HSA=2.56. (4) Drug 1: CC1=C2C(C(=O)C3(C(CC4C(C3C(C(C2(C)C)(CC1OC(=O)C(C(C5=CC=CC=C5)NC(=O)OC(C)(C)C)O)O)OC(=O)C6=CC=CC=C6)(CO4)OC(=O)C)O)C)O. Drug 2: C1CCC(C(C1)N)N.C(=O)(C(=O)[O-])[O-].[Pt+4]. Cell line: T-47D. Synergy scores: CSS=12.2, Synergy_ZIP=-5.73, Synergy_Bliss=-4.17, Synergy_Loewe=-2.26, Synergy_HSA=-3.37. (5) Drug 1: C1CN1C2=NC(=NC(=N2)N3CC3)N4CC4. Drug 2: C1CCC(C(C1)N)N.C(=O)(C(=O)[O-])[O-].[Pt+4]. Cell line: SN12C. Synergy scores: CSS=45.3, Synergy_ZIP=-3.56, Synergy_Bliss=1.37, Synergy_Loewe=5.11, Synergy_HSA=6.94.